Dataset: Catalyst prediction with 721,799 reactions and 888 catalyst types from USPTO. Task: Predict which catalyst facilitates the given reaction. Reactant: [Br:1][C:2]1[C:3]([Cl:31])=[CH:4][C:5](I)=[C:6]([N:8]([CH2:13][C:14]([NH:16][CH:17]2[CH2:22][CH2:21][N:20]([C:23]([O:25][C:26]([CH3:29])([CH3:28])[CH3:27])=[O:24])[CH2:19][CH2:18]2)=[O:15])S(C)(=O)=O)[CH:7]=1.N1C2C(=CC=C3C=2N=CC=C3)C=CC=1.C([O-])([O-])=O.[Cs+].[Cs+]. Product: [Br:1][C:2]1[CH:7]=[C:6]2[C:5](=[CH:4][C:3]=1[Cl:31])[N:16]([CH:17]1[CH2:22][CH2:21][N:20]([C:23]([O:25][C:26]([CH3:29])([CH3:28])[CH3:27])=[O:24])[CH2:19][CH2:18]1)[C:14](=[O:15])[CH:13]=[N:8]2. The catalyst class is: 185.